From a dataset of Forward reaction prediction with 1.9M reactions from USPTO patents (1976-2016). Predict the product of the given reaction. (1) Given the reactants [CH2:1]([O:8][C:9]1[CH:14]=[CH:13][C:12]([CH2:15][CH2:16][C:17]([NH2:19])=O)=[CH:11][C:10]=1[O:20][CH3:21])[C:2]1[CH:7]=[CH:6][CH:5]=[CH:4][CH:3]=1.[H-].[H-].[H-].[H-].[Li+].[Al+3].O.[H-], predict the reaction product. The product is: [CH2:1]([O:8][C:9]1[CH:14]=[CH:13][C:12]([CH2:15][CH2:16][CH2:17][NH2:19])=[CH:11][C:10]=1[O:20][CH3:21])[C:2]1[CH:7]=[CH:6][CH:5]=[CH:4][CH:3]=1. (2) Given the reactants C[O:2][C:3]1[CH:4]=[C:5]([CH2:20][CH2:21][CH3:22])[C:6]2[O:10][C:9]([C:11]3[CH:16]=[CH:15][C:14]([O:17]C)=[CH:13][CH:12]=3)=[CH:8][C:7]=2[CH:19]=1.N1C(=O)CC[C@H]1C(O)=O.Cl, predict the reaction product. The product is: [OH:17][C:14]1[CH:15]=[CH:16][C:11]([C:9]2[O:10][C:6]3[C:5]([CH2:20][CH2:21][CH3:22])=[CH:4][C:3]([OH:2])=[CH:19][C:7]=3[CH:8]=2)=[CH:12][CH:13]=1.